From a dataset of Forward reaction prediction with 1.9M reactions from USPTO patents (1976-2016). Predict the product of the given reaction. (1) Given the reactants C(OC([N:8]1[CH2:14][CH2:13][C:12]2[C:15]([S:20][C:21](=O)N(C)C)=[C:16]([Cl:19])[CH:17]=[CH:18][C:11]=2[CH2:10][CH2:9]1)=O)(C)(C)C.BrC[C:28]1[CH:33]=[CH:32][CH:31]=[CH:30][C:29]=1[S:34]([CH3:37])(=[O:36])=[O:35], predict the reaction product. The product is: [ClH:19].[Cl:19][C:16]1[CH:17]=[CH:18][C:11]2[CH2:10][CH2:9][NH:8][CH2:14][CH2:13][C:12]=2[C:15]=1[S:20][CH2:21][C:28]1[CH:33]=[CH:32][CH:31]=[CH:30][C:29]=1[S:34]([CH3:37])(=[O:36])=[O:35]. (2) Given the reactants [NH2:1][C:2]1[CH:3]=[C:4]2[C:20](=[O:21])[NH:19][N:18]=[CH:17][C:6]3=[C:7]([C:11]4[CH:16]=[CH:15][CH:14]=[CH:13][CH:12]=4)[NH:8][C:9]([CH:10]=1)=[C:5]23.[CH2:22]([N:24]([CH2:27]C)[CH2:25][CH3:26])C.F[P-](F)(F)(F)(F)F.N1([O:45][C:46](N(C)C)=[N+](C)C)C2N=CC=CC=2N=N1.Cl.[CH2:54](Cl)Cl, predict the reaction product. The product is: [CH3:27][N:24]([CH3:22])[CH2:25][CH2:26][CH2:54][C:46]([NH:1][C:2]1[CH:3]=[C:4]2[C:20](=[O:21])[NH:19][N:18]=[CH:17][C:6]3=[C:7]([C:11]4[CH:12]=[CH:13][CH:14]=[CH:15][CH:16]=4)[NH:8][C:9]([CH:10]=1)=[C:5]23)=[O:45]. (3) Given the reactants ClC1C=C(Cl)C=CC=1S.[Br:10][C:11]1[CH:16]=[CH:15][CH:14]=[CH:13][C:12]=1[SH:17].ClC1C=CC=C[C:20]=1[CH:21]=[O:22].F[C:28]1[CH:35]=[CH:34][C:31]([CH:32]=O)=[CH:30][C:29]=1[C:36]([F:39])([F:38])[F:37].NCCCCCCO.[N:48]1([C:54]([O:56][C:57]([CH3:60])([CH3:59])[CH3:58])=[O:55])[CH2:53][CH2:52][NH:51][CH2:50][CH2:49]1, predict the reaction product. The product is: [Br:10][C:11]1[CH:16]=[CH:15][CH:14]=[CH:13][C:12]=1[S:17][C:28]1[CH:35]=[CH:34][C:31](/[CH:32]=[CH:20]/[C:21]([N:51]2[CH2:52][CH2:53][N:48]([C:54]([O:56][C:57]([CH3:60])([CH3:59])[CH3:58])=[O:55])[CH2:49][CH2:50]2)=[O:22])=[CH:30][C:29]=1[C:36]([F:39])([F:38])[F:37]. (4) Given the reactants [NH2:1][C:2]1[C:7]([CH2:8][CH2:9][C:10](N)=[O:11])=[C:6]([Cl:13])[N:5]=[C:4](/[CH:14]=[CH:15]/[C:16]2[CH:21]=[CH:20][CH:19]=[CH:18][CH:17]=2)[N:3]=1.[CH3:22][CH2:23][OH:24], predict the reaction product. The product is: [NH2:1][C:2]1[C:7]([CH2:8][CH2:9][C:10]([O:24][CH2:23][CH3:22])=[O:11])=[C:6]([Cl:13])[N:5]=[C:4](/[CH:14]=[CH:15]/[C:16]2[CH:21]=[CH:20][CH:19]=[CH:18][CH:17]=2)[N:3]=1. (5) Given the reactants [Br:1][C:2]1[C:3]([N:9]([CH2:16][CH:17]=[CH2:18])[C:10](=[O:15])[C:11]([CH3:14])([CH3:13])[CH3:12])=[N:4][C:5](Cl)=[CH:6][CH:7]=1.[CH3:19][O-:20].[Na+].O, predict the reaction product. The product is: [Br:1][C:2]1[C:3]([N:9]([CH2:16][CH:17]=[CH2:18])[C:10](=[O:15])[C:11]([CH3:14])([CH3:13])[CH3:12])=[N:4][C:5]([O:20][CH3:19])=[CH:6][CH:7]=1. (6) Given the reactants [CH3:1][O:2][CH2:3][CH:4]([N:8]1[C:17]2[C:12](=[CH:13][C:14]([C:18]3[CH:19]=[N:20][C:21]([NH:33][C:34]([NH:36][CH2:37][CH3:38])=[O:35])=[CH:22][C:23]=3[C:24]3[S:25][CH:26]=[C:27]([C:29]([F:32])([F:31])[F:30])[N:28]=3)=[CH:15][CH:16]=2)[C:11](=[O:39])[C:10]([C:40]([OH:42])=[O:41])=[CH:9]1)[CH2:5][O:6][CH3:7].C(=O)([O-])[O-].[K+].[K+].[C:49]([O:52][CH2:53]Br)(=[O:51])[CH3:50], predict the reaction product. The product is: [CH3:7][O:6][CH2:5][CH:4]([N:8]1[C:17]2[C:12](=[CH:13][C:14]([C:18]3[CH:19]=[N:20][C:21]([NH:33][C:34]([NH:36][CH2:37][CH3:38])=[O:35])=[CH:22][C:23]=3[C:24]3[S:25][CH:26]=[C:27]([C:29]([F:30])([F:31])[F:32])[N:28]=3)=[CH:15][CH:16]=2)[C:11](=[O:39])[C:10]([C:40]([O:42][CH2:53][O:52][C:49](=[O:51])[CH3:50])=[O:41])=[CH:9]1)[CH2:3][O:2][CH3:1]. (7) Given the reactants C[CH:2]1[C@H:8]2[N:9]([CH3:10])[C@H:5]([CH2:6][CH2:7]2)[C:4](=[N:11][CH2:12][C:13]2[CH:18]=[CH:17][CH:16]=[CH:15][CH:14]=2)[CH2:3]1.[CH3:19][O:20][C:21]1[CH:26]=[CH:25][C:24]([CH2:27][C:28](Cl)=[O:29])=[CH:23][CH:22]=1.Cl[CH2:32]Cl, predict the reaction product. The product is: [CH3:19][O:20][C:21]1[CH:26]=[CH:25][C:24]([CH2:27][C:28]([N:11]([CH2:12][C:13]2[CH:14]=[CH:15][C:16]([CH3:32])=[CH:17][CH:18]=2)[C:4]2[C@H:5]3[N:9]([CH3:10])[C@H:8]([CH2:7][CH2:6]3)[CH2:2][CH:3]=2)=[O:29])=[CH:23][CH:22]=1.